This data is from Peptide-MHC class I binding affinity with 185,985 pairs from IEDB/IMGT. The task is: Regression. Given a peptide amino acid sequence and an MHC pseudo amino acid sequence, predict their binding affinity value. This is MHC class I binding data. (1) The peptide sequence is YMIDPSGVSY. The MHC is HLA-A02:07 with pseudo-sequence HLA-A02:07. The binding affinity (normalized) is 0.126. (2) The MHC is Patr-A0901 with pseudo-sequence Patr-A0901. The binding affinity (normalized) is 0. The peptide sequence is WFCLLLLAA. (3) The peptide sequence is RCWLVSNGSY. The MHC is HLA-A26:01 with pseudo-sequence HLA-A26:01. The binding affinity (normalized) is 0. (4) The peptide sequence is ESVKTQFNY. The MHC is HLA-A01:01 with pseudo-sequence HLA-A01:01. The binding affinity (normalized) is 0.273. (5) The peptide sequence is YVYPDNLPV. The MHC is HLA-C08:02 with pseudo-sequence HLA-C08:02. The binding affinity (normalized) is 0.597. (6) The peptide sequence is QIYAGIKVK. The MHC is HLA-B40:01 with pseudo-sequence HLA-B40:01. The binding affinity (normalized) is 0. (7) The peptide sequence is VTECKLIYY. The MHC is HLA-B08:01 with pseudo-sequence HLA-B08:01. The binding affinity (normalized) is 0.0847. (8) The peptide sequence is LIYDDNIDSI. The MHC is HLA-A02:01 with pseudo-sequence HLA-A02:01. The binding affinity (normalized) is 0.400.